Dataset: Catalyst prediction with 721,799 reactions and 888 catalyst types from USPTO. Task: Predict which catalyst facilitates the given reaction. Reactant: C[S-].[Na+].C([O:6][C:7](=[O:32])[C:8]1[CH:13]=[CH:12][CH:11]=[C:10]([N:14]2[C:18]([C:19]([F:22])([F:21])[F:20])=[CH:17][CH:16]=[C:15]2[C:23]2[CH:28]=[C:27]([Cl:29])[CH:26]=[CH:25][C:24]=2[O:30]C)[CH:9]=1)C. Product: [Cl:29][C:27]1[CH:26]=[CH:25][C:24]([OH:30])=[C:23]([C:15]2[N:14]([C:10]3[CH:9]=[C:8]([CH:13]=[CH:12][CH:11]=3)[C:7]([OH:32])=[O:6])[C:18]([C:19]([F:22])([F:20])[F:21])=[CH:17][CH:16]=2)[CH:28]=1. The catalyst class is: 9.